Dataset: Reaction yield outcomes from USPTO patents with 853,638 reactions. Task: Predict the reaction yield, written as a fraction of the theoretical maximum amount of product (1.0 means a 100% yield; for example, 0.34 means a 34% yield). (1) The reactants are [C:1]([O:5][C:6](=[O:34])[N:7]([C:16]1[S:17][C@:18]2([CH2:32][F:33])[C@H:20]([C@:21]([C:24]3[C:25](F)=[N:26][CH:27]=[C:28]([Br:30])[CH:29]=3)([CH3:23])[N:22]=1)[CH2:19]2)[CH2:8][O:9][CH2:10][CH2:11][Si:12]([CH3:15])([CH3:14])[CH3:13])([CH3:4])([CH3:3])[CH3:2].[CH3:35][O-:36].[Na+]. The catalyst is CN(C=O)C.O. The product is [C:1]([O:5][C:6](=[O:34])[N:7]([C:16]1[S:17][C@:18]2([CH2:32][F:33])[C@H:20]([C@:21]([C:24]3[C:25]([O:36][CH3:35])=[N:26][CH:27]=[C:28]([Br:30])[CH:29]=3)([CH3:23])[N:22]=1)[CH2:19]2)[CH2:8][O:9][CH2:10][CH2:11][Si:12]([CH3:15])([CH3:14])[CH3:13])([CH3:2])([CH3:3])[CH3:4]. The yield is 0.770. (2) The reactants are [C:1]([OH:8])(=[O:7])/[CH:2]=[CH:3]\[C:4]([OH:6])=[O:5].[CH3:9][CH2:10][O:11][C:12]([C:14]1[CH:19]([C:20]2[C:25]([Cl:26])=[CH:24][CH:23]=[CH:22][CH:21]=2)[C:18]([C:27]([O:29][CH3:30])=[O:28])=[C:17]([CH3:31])[NH:16][C:15]=1[CH2:32][O:33][CH2:34][CH2:35][NH2:36])=[O:13]. The catalyst is C(OC(=O)C)(C)(C)C. The product is [CH3:9][CH2:10][O:11][C:12]([C:14]1[CH:19]([C:20]2[CH:21]=[CH:22][CH:23]=[CH:24][C:25]=2[Cl:26])[C:18]([C:27]([O:29][CH3:30])=[O:28])=[C:17]([CH3:31])[NH:16][C:15]=1[CH2:32][O:33][CH2:34][CH2:35][NH2:36])=[O:13].[CH:2](/[C:1]([OH:8])=[O:7])=[CH:3]/[C:4]([OH:6])=[O:5]. The yield is 0.780. (3) The reactants are [CH:1]([N:4]([CH:23]([CH3:25])[CH3:24])[CH2:5][CH2:6][C@@H:7]([C:14]1[CH:19]=[C:18]([CH2:20][OH:21])[CH:17]=[CH:16][C:15]=1[OH:22])[C:8]1[CH:13]=[CH:12][CH:11]=[CH:10][CH:9]=1)([CH3:3])[CH3:2].[C:26](Cl)(=[O:30])[CH:27]([CH3:29])[CH3:28].C(N(CC)CC)C.O. The catalyst is ClCCl. The product is [CH3:28][CH:27]([C:26]([O:22][C:15]1[CH:16]=[CH:17][C:18]([CH2:20][OH:21])=[CH:19][C:14]=1[C@@H:7]([C:8]1[CH:13]=[CH:12][CH:11]=[CH:10][CH:9]=1)[CH2:6][CH2:5][N:4]([CH:1]([CH3:3])[CH3:2])[CH:23]([CH3:25])[CH3:24])=[O:30])[CH3:29]. The yield is 0.950. (4) The reactants are [CH3:1][O:2][C:3]1[CH:8]=[CH:7][C:6]([NH:9][C:10](=[O:12])[CH3:11])=[CH:5][C:4]=1[C:13]1[N:14]([CH3:18])[N:15]=[CH:16][CH:17]=1.[Br:19]N1C(=O)CCC1=O.O. The catalyst is CN(C)C(=O)C. The product is [Br:19][C:17]1[CH:16]=[N:15][N:14]([CH3:18])[C:13]=1[C:4]1[CH:5]=[C:6]([NH:9][C:10](=[O:12])[CH3:11])[CH:7]=[CH:8][C:3]=1[O:2][CH3:1]. The yield is 0.901. (5) The reactants are [OH:1][NH:2][C:3]([C:5]1[O:9][C:8]([C:10]2[O:11][C:12]([C:15]3[CH:20]=[CH:19][C:18]([C:21](=[NH:24])[NH:22][OH:23])=[CH:17][CH:16]=3)=[CH:13][CH:14]=2)=[CH:7][CH:6]=1)=[NH:4].[C:25](OC(=O)C)(=[O:27])[CH3:26].[C:32](O)(=[O:34])[CH3:33]. No catalyst specified. The product is [C:25]([O:1][NH:2][C:3]([C:5]1[O:9][C:8]([C:10]2[O:11][C:12]([C:15]3[CH:20]=[CH:19][C:18]([C:21](=[NH:24])[NH:22][O:23][C:32](=[O:34])[CH3:33])=[CH:17][CH:16]=3)=[CH:13][CH:14]=2)=[CH:7][CH:6]=1)=[NH:4])(=[O:27])[CH3:26]. The yield is 0.890. (6) The reactants are [F:1][C:2]([F:16])([F:15])[C:3]1[CH:4]=[C:5]([CH:8]=[C:9]([C:11]([F:14])([F:13])[F:12])[CH:10]=1)[CH:6]=O.[NH2:17][CH2:18][C:19]1[C:20]([N:29]([CH2:32][CH:33]2[CH2:37][CH2:36][CH2:35][CH2:34]2)[CH2:30][CH3:31])=[N:21][C:22]2[CH2:23][CH2:24][CH2:25][CH2:26][C:27]=2[CH:28]=1.C(O)(=O)C.C([BH3-])#N.[Na+]. The catalyst is CO. The product is [F:1][C:2]([F:16])([F:15])[C:3]1[CH:4]=[C:5]([CH:8]=[C:9]([C:11]([F:14])([F:13])[F:12])[CH:10]=1)[CH2:6][NH:17][CH2:18][C:19]1[C:20]([N:29]([CH2:32][CH:33]2[CH2:37][CH2:36][CH2:35][CH2:34]2)[CH2:30][CH3:31])=[N:21][C:22]2[CH2:23][CH2:24][CH2:25][CH2:26][C:27]=2[CH:28]=1. The yield is 0.700. (7) The reactants are [Cl:1][C:2]1[N:7]=[C:6]([Cl:8])[C:5]([N+:9]([O-:11])=[O:10])=[C:4](Cl)[N:3]=1.CC[N:15]([CH2:18][CH3:19])[CH2:16][CH3:17].C[CH2:21][O:22]C(C)=O. The catalyst is C(Cl)(Cl)Cl. The product is [Cl:1][C:2]1[N:3]=[C:4]([N:15]2[CH2:16][CH2:17][O:22][CH2:21][C@@H:18]2[CH3:19])[C:5]([N+:9]([O-:11])=[O:10])=[C:6]([Cl:8])[N:7]=1. The yield is 0.980. (8) The reactants are [H-].[Na+].[Cl:3][C:4]1[N:13]=[CH:12][C:11]2[N:10]([CH2:14][C:15]([NH:17][CH2:18][CH:19]3[CH2:24][CH2:23][O:22][CH2:21][CH2:20]3)=[O:16])[CH2:9][C@@H:8]3[CH2:25][O:26][CH2:27][CH2:28][N:7]3[C:6]=2[N:5]=1.CI.[CH3:31]COC(C)=O. The catalyst is CN(C=O)C. The product is [Cl:3][C:4]1[N:13]=[CH:12][C:11]2[N:10]([CH2:14][C:15]([N:17]([CH3:31])[CH2:18][CH:19]3[CH2:20][CH2:21][O:22][CH2:23][CH2:24]3)=[O:16])[CH2:9][C@@H:8]3[CH2:25][O:26][CH2:27][CH2:28][N:7]3[C:6]=2[N:5]=1. The yield is 0.704. (9) The reactants are [ClH:1].Cl.[N:3]1[CH:8]=[CH:7][CH:6]=[CH:5][C:4]=1[N:9]([CH2:33][C:34]([O:36]CC)=[O:35])[C:10]([C:12]1[CH:32]=[CH:31][C:15]2[N:16]([CH3:30])[C:17]([CH2:19][O:20][C:21]3[CH:26]=[CH:25][C:24]([C:27](=[NH:29])[NH2:28])=[CH:23][CH:22]=3)=[N:18][C:14]=2[CH:13]=1)=[O:11].[OH-].[Na+]. No catalyst specified. The product is [ClH:1].[N:3]1[CH:8]=[CH:7][CH:6]=[CH:5][C:4]=1[N:9]([CH2:33][C:34]([OH:36])=[O:35])[C:10]([C:12]1[CH:32]=[CH:31][C:15]2[N:16]([CH3:30])[C:17]([CH2:19][O:20][C:21]3[CH:26]=[CH:25][C:24]([C:27](=[NH:28])[NH2:29])=[CH:23][CH:22]=3)=[N:18][C:14]=2[CH:13]=1)=[O:11]. The yield is 0.850.